This data is from Full USPTO retrosynthesis dataset with 1.9M reactions from patents (1976-2016). The task is: Predict the reactants needed to synthesize the given product. (1) Given the product [ClH:45].[ClH:45].[C:21]12([CH2:31][NH:32][C:33]([C:35]3[C:36]4[CH:37]=[CH:38][C:39]([CH2:3][CH2:2][CH2:1][NH:4][CH3:5])=[N:40][C:41]=4[CH:42]=[CH:43][CH:44]=3)=[O:34])[CH2:30][CH:25]3[CH2:26][CH:27]([CH2:29][CH:23]([CH2:24]3)[CH2:22]1)[CH2:28]2, predict the reactants needed to synthesize it. The reactants are: [CH2:1]([N:4](C)[C:5](=O)OC(C)(C)C)[CH:2]=[CH2:3].P([O-])([O-])([O-])=O.[K+].[K+].[K+].[C:21]12([CH2:31][NH:32][C:33]([C:35]3[C:36]4[CH:37]=[CH:38][C:39]([Cl:45])=[N:40][C:41]=4[CH:42]=[CH:43][CH:44]=3)=[O:34])[CH2:30][CH:25]3[CH2:26][CH:27]([CH2:29][CH:23]([CH2:24]3)[CH2:22]1)[CH2:28]2. (2) Given the product [CH:26]([O:25][CH:23]1[C:22]2[C:17](=[CH:18][CH:19]=[CH:20][CH:21]=2)[O:16][C:13]2([CH2:14][CH2:15][N:10]([C:8]([C:5]3[CH:6]=[CH:7][C:2]([C:35]([CH3:37])([CH3:36])[CH:34]=[O:33])=[C:3]([O:29][CH3:30])[CH:4]=3)=[O:9])[CH2:11][CH2:12]2)[CH2:24]1)([CH3:28])[CH3:27], predict the reactants needed to synthesize it. The reactants are: Br[C:2]1[CH:7]=[CH:6][C:5]([C:8]([N:10]2[CH2:15][CH2:14][C:13]3([CH2:24][CH:23]([O:25][CH:26]([CH3:28])[CH3:27])[C:22]4[C:17](=[CH:18][CH:19]=[CH:20][CH:21]=4)[O:16]3)[CH2:12][CH2:11]2)=[O:9])=[CH:4][C:3]=1[O:29][CH3:30].C[Si](C)(C)[O:33][CH:34]=[C:35]([CH3:37])[CH3:36]. (3) The reactants are: [OH:1][C:2]1[C:7]2[NH:8][C:9]([C:11]3[CH:16]=[CH:15][CH:14]=[CH:13][CH:12]=3)=[N:10][C:6]=2[C:5]([C:17]([OH:19])=O)=[CH:4][CH:3]=1.[NH2:20][CH2:21][CH2:22][C:23]1[CH:29]=[CH:28][C:26](N)=[CH:25][CH:24]=1. Given the product [OH:1][C:2]1[C:7]2[N:8]=[C:9]([C:11]3[CH:12]=[CH:13][CH:14]=[CH:15][CH:16]=3)[NH:10][C:6]=2[C:5]([C:17]([NH:20][CH2:21][CH2:22][C:23]2[CH:29]=[CH:28][CH:26]=[CH:25][CH:24]=2)=[O:19])=[CH:4][CH:3]=1, predict the reactants needed to synthesize it. (4) Given the product [N+:22]([C:25]1[N:26]=[CH:27][C:28]([C:19]2[CH:18]=[CH:17][C:10]3[C:11]4[CH:16]=[N:15][CH:14]=[CH:13][C:12]=4[NH:8][C:9]=3[N:20]=2)=[CH:29][CH:30]=1)([O-:24])=[O:23], predict the reactants needed to synthesize it. The reactants are: C(OC([N:8]1[C:12]2[CH:13]=[CH:14][N:15]=[CH:16][C:11]=2[C:10]2[CH:17]=[CH:18][C:19](Cl)=[N:20][C:9]1=2)=O)(C)(C)C.[N+:22]([C:25]1[CH:30]=[CH:29][C:28](B2OC(C)(C)C(C)(C)O2)=[CH:27][N:26]=1)([O-:24])=[O:23].C([O-])([O-])=O.[K+].[K+]. (5) Given the product [CH3:1][O:2][C:3]1[CH:4]=[CH:5][C:6]([C:9]2[CH:18]=[CH:17][C:12]([CH2:13][OH:14])=[CH:11][CH:10]=2)=[CH:7][CH:8]=1, predict the reactants needed to synthesize it. The reactants are: [CH3:1][O:2][C:3]1[CH:8]=[CH:7][C:6]([C:9]2[CH:18]=[CH:17][C:12]([C:13](OC)=[O:14])=[CH:11][CH:10]=2)=[CH:5][CH:4]=1.[H-].[Al+3].[Li+].[H-].[H-].[H-].O.[OH-].[Na+]. (6) Given the product [Cl:1][C:2]1[N:6]=[C:5]([S:36]([CH3:26])(=[O:40])=[O:38])[N:4]([C:9]2[C:14]([F:15])=[CH:13][C:12]([F:16])=[CH:11][C:10]=2[F:17])[C:3]=1[N:18]1[CH2:23][CH2:22][CH:21]([CH3:24])[CH2:20][CH2:19]1, predict the reactants needed to synthesize it. The reactants are: [Cl:1][C:2]1[N:6]=[C:5](SC)[N:4]([C:9]2[C:14]([F:15])=[CH:13][C:12]([F:16])=[CH:11][C:10]=2[F:17])[C:3]=1[N:18]1[CH2:23][CH2:22][CH:21]([CH3:24])[CH2:20][CH2:19]1.Cl[C:26]1C=CC=C(C(OO)=O)C=1.[S:36]([O-:40])([O-])(=[O:38])=S. (7) Given the product [NH2:1][C@H:2]1[CH2:11][C:10]2[C:5](=[N:6][CH:7]=[C:8]([O:12][C:13]3[CH:18]=[CH:17][CH:16]=[CH:15][CH:14]=3)[CH:9]=2)[N:4]([OH:19])[C:3]1=[O:23], predict the reactants needed to synthesize it. The reactants are: [NH2:1][C@H:2]1[CH2:11][C:10]2[C:5](=[N:6][CH:7]=[C:8]([O:12][C:13]3[CH:18]=[CH:17][CH:16]=[CH:15][CH:14]=3)[CH:9]=2)[N:4]([OH:19])[CH2:3]1.Cl.CC[O:23]CC. (8) Given the product [C:13]1([CH3:16])[CH:14]=[CH:15][C:10]([S:7]([N:5]2[CH:6]=[C:2]([CH:37]=[O:38])[CH:3]=[C:4]2[C:17]2[CH:22]=[C:21]([O:23][CH3:24])[C:20]([O:25][CH3:26])=[C:19]([O:27][CH3:28])[CH:18]=2)(=[O:9])=[O:8])=[CH:11][CH:12]=1, predict the reactants needed to synthesize it. The reactants are: Br[C:2]1[CH:3]=[C:4]([C:17]2[CH:22]=[C:21]([O:23][CH3:24])[C:20]([O:25][CH3:26])=[C:19]([O:27][CH3:28])[CH:18]=2)[N:5]([S:7]([C:10]2[CH:15]=[CH:14][C:13]([CH3:16])=[CH:12][CH:11]=2)(=[O:9])=[O:8])[CH:6]=1.C([Li])(C)(C)C.CN([CH:37]=[O:38])C. (9) Given the product [N:16]1([CH2:23][CH2:24][NH:25][C:26]2[N:27]=[N+:28]([O-:39])[C:29]3[CH:38]=[C:37]4[C:33]([CH2:34][CH2:35][CH2:36]4)=[CH:32][C:30]=3[N+:31]=2[O-:4])[CH2:17][CH2:18][CH2:19][CH2:20][CH2:21][CH2:22]1, predict the reactants needed to synthesize it. The reactants are: OO.C(OC(C(F)(F)F)=O)(C(F)(F)F)=[O:4].[N:16]1([CH2:23][CH2:24][NH:25][C:26]2[N:27]=[N+:28]([O-:39])[C:29]3[CH:38]=[C:37]4[C:33]([CH2:34][CH2:35][CH2:36]4)=[CH:32][C:30]=3[N:31]=2)[CH2:22][CH2:21][CH2:20][CH2:19][CH2:18][CH2:17]1.C(O)(C(F)(F)F)=O. (10) Given the product [I:64][C:59]1[C:60]([O:62][CH3:63])=[CH:61][C:56]([C@@H:51]([O:50][CH2:49][C:47]2[C:45]([NH2:71])=[N:44][C:42](=[O:43])[N:41]([CH:48]=2)[C@@H:29]2[O:30][C@H:31]([CH2:32][OH:33])[C@@H:27]([OH:68])[CH2:28]2)[C:52]([CH3:54])([CH3:55])[CH3:53])=[C:57]([N+:65]([O-:67])=[O:66])[CH:58]=1, predict the reactants needed to synthesize it. The reactants are: C(C1C=C(C(C)C)C=C(C(C)C)C=1S(Cl)(=O)=O)(C)C.[Si]([C@@:27]1([OH:68])[C@@H:31]([CH2:32][O:33][Si](C(C)(C)C)(C)C)[O:30][C@@H:29]([N:41]2[CH:48]=[C:47]([CH2:49][O:50][C@H:51]([C:56]3[CH:61]=[C:60]([O:62][CH3:63])[C:59]([I:64])=[CH:58][C:57]=3[N+:65]([O-:67])=[O:66])[C:52]([CH3:55])([CH3:54])[CH3:53])[C:45](=O)[NH:44][C:42]2=[O:43])[CH2:28]1)(C(C)(C)C)(C)C.C([N:71](CC)CC)C.[N+](CCCC)(CCCC)(CCCC)CCCC.[F-].